This data is from Full USPTO retrosynthesis dataset with 1.9M reactions from patents (1976-2016). The task is: Predict the reactants needed to synthesize the given product. (1) Given the product [Br:8][C:21]1[C:22](=[O:38])[N:23]([C:27]2[CH:28]=[C:29]([CH:34]=[CH:35][C:36]=2[CH3:37])[C:30]([O:32][CH3:33])=[O:31])[C:24]([CH3:26])=[CH:25][C:20]=1[O:19][CH2:18][C:17]1[CH:39]=[CH:40][C:41]([F:43])=[CH:42][C:16]=1[CH2:15][NH:14][C:12]([NH:11][CH2:9][CH3:10])=[O:13], predict the reactants needed to synthesize it. The reactants are: C1C(=O)N([Br:8])C(=O)C1.[CH2:9]([NH:11][C:12]([NH:14][CH2:15][C:16]1[CH:42]=[C:41]([F:43])[CH:40]=[CH:39][C:17]=1[CH2:18][O:19][C:20]1[CH:25]=[C:24]([CH3:26])[N:23]([C:27]2[CH:28]=[C:29]([CH:34]=[CH:35][C:36]=2[CH3:37])[C:30]([O:32][CH3:33])=[O:31])[C:22](=[O:38])[CH:21]=1)=[O:13])[CH3:10]. (2) Given the product [NH2:1][C:2]1[N:7]=[C:6]([N:8]2[CH2:32][CH2:31][C:11]3([CH2:15][N:14]([C:16]([O:18][CH2:19][C:20]4[CH:25]=[CH:24][CH:23]=[CH:22][CH:21]=4)=[O:17])[C@H:13]([C:26]([O:28][CH2:29][CH3:30])=[O:27])[CH2:12]3)[CH2:10][CH2:9]2)[CH:5]=[C:4]([O:33][C@H:34]([C:39]2[CH:44]=[CH:43][C:42]([C:56]3[CH:57]=[CH:58][C:59]([CH3:60])=[C:54]([CH2:53][OH:52])[CH:55]=3)=[CH:41][C:40]=2[N:46]2[CH:50]=[CH:49][C:48]([CH3:51])=[N:47]2)[C:35]([F:38])([F:37])[F:36])[N:3]=1, predict the reactants needed to synthesize it. The reactants are: [NH2:1][C:2]1[N:7]=[C:6]([N:8]2[CH2:32][CH2:31][C:11]3([CH2:15][N:14]([C:16]([O:18][CH2:19][C:20]4[CH:25]=[CH:24][CH:23]=[CH:22][CH:21]=4)=[O:17])[C@H:13]([C:26]([O:28][CH2:29][CH3:30])=[O:27])[CH2:12]3)[CH2:10][CH2:9]2)[CH:5]=[C:4]([O:33][C@H:34]([C:39]2[CH:44]=[CH:43][C:42](Br)=[CH:41][C:40]=2[N:46]2[CH:50]=[CH:49][C:48]([CH3:51])=[N:47]2)[C:35]([F:38])([F:37])[F:36])[N:3]=1.[OH:52][CH2:53][C:54]1[CH:55]=[C:56](B(O)O)[CH:57]=[CH:58][C:59]=1[CH3:60].C([O-])([O-])=O.[Cs+].[Cs+].